This data is from Forward reaction prediction with 1.9M reactions from USPTO patents (1976-2016). The task is: Predict the product of the given reaction. (1) Given the reactants [C:1]([O:5][CH:6]([C:11]1[C:12]([I:25])=[C:13]2[C:20]3[CH2:21][CH2:22][CH2:23][CH2:24][C:19]=3[S:18][C:14]2=[N:15][C:16]=1[CH3:17])[C:7]([O:9]C)=[O:8])([CH3:4])([CH3:3])[CH3:2].[OH-].[Na+], predict the reaction product. The product is: [C:1]([O:5][CH:6]([C:11]1[C:12]([I:25])=[C:13]2[C:20]3[CH2:21][CH2:22][CH2:23][CH2:24][C:19]=3[S:18][C:14]2=[N:15][C:16]=1[CH3:17])[C:7]([OH:9])=[O:8])([CH3:4])([CH3:2])[CH3:3]. (2) The product is: [Br:18][C:2]1[CH:3]=[C:4]2[C:8](=[CH:9][CH:10]=1)[NH:7][CH:6]=[C:5]2[CH:11]1[CH2:15][C:14](=[O:16])[NH:13][C:12]1=[O:17]. Given the reactants F[C:2]1[CH:3]=[C:4]2[C:8](=[CH:9][CH:10]=1)[NH:7][CH:6]=[C:5]2[CH:11]1[CH2:15][C:14](=[O:16])[NH:13][C:12]1=[O:17].[Br:18]C1C=C2C(=CC=1)NC=C2.C1(=O)NC(=O)C=C1, predict the reaction product. (3) Given the reactants COC1C=C(OC)C=CC=1C[N:6]1[C@H:9]([CH2:10][N:11]2[CH2:15][CH2:14][O:13][C:12]2=[O:16])[C@H:8]([NH:17][C:18](=[O:27])[O:19][CH2:20][C:21]2[CH:26]=[CH:25][CH:24]=[CH:23][CH:22]=2)[C:7]1=[O:28].OP([O-])([O-])=O.[K+].[K+], predict the reaction product. The product is: [O:28]=[C:7]1[C@@H:8]([NH:17][C:18](=[O:27])[O:19][CH2:20][C:21]2[CH:22]=[CH:23][CH:24]=[CH:25][CH:26]=2)[C@@H:9]([CH2:10][N:11]2[CH2:15][CH2:14][O:13][C:12]2=[O:16])[NH:6]1. (4) Given the reactants [C:1]([C:5]1[CH:9]=[C:8]([NH2:10])[O:7][N:6]=1)([CH3:4])([CH3:3])[CH3:2].N1C=CC=CC=1.Cl[C:18]([O:20][C:21]1[CH:26]=[CH:25][C:24]([N+:27]([O-:29])=[O:28])=[CH:23][CH:22]=1)=[O:19], predict the reaction product. The product is: [N+:27]([C:24]1[CH:23]=[CH:22][C:21]([O:20][C:18](=[O:19])[NH:10][C:8]2[O:7][N:6]=[C:5]([C:1]([CH3:4])([CH3:3])[CH3:2])[CH:9]=2)=[CH:26][CH:25]=1)([O-:29])=[O:28]. (5) Given the reactants [NH2:1][C:2]1[CH:28]=[CH:27][C:5]2[N:6]([CH:9]([C:15]3[CH:20]=[CH:19][C:18]([C:21]4[CH:26]=[CH:25][CH:24]=[CH:23][CH:22]=4)=[CH:17][CH:16]=3)[CH2:10][C:11]([O:13]C)=[O:12])[CH:7]=[N:8][C:4]=2[CH:3]=1, predict the reaction product. The product is: [NH2:1][C:2]1[CH:28]=[CH:27][C:5]2[N:6]([CH:9]([C:15]3[CH:20]=[CH:19][C:18]([C:21]4[CH:22]=[CH:23][CH:24]=[CH:25][CH:26]=4)=[CH:17][CH:16]=3)[CH2:10][C:11]([OH:13])=[O:12])[CH:7]=[N:8][C:4]=2[CH:3]=1. (6) Given the reactants [CH3:1][C:2]1[O:10][C:9]2[CH:8]=[CH:7][N:6]=[CH:5][C:4]=2[CH:3]=1.[NH2:11][O:12][C:13]1[CH:18]=[CH:17][C:16]([N+:19]([O-:21])=[O:20])=[CH:15][C:14]=1[N+:22]([O-:24])=[O:23].C(OCC)C, predict the reaction product. The product is: [N+:22]([C:14]1[CH:15]=[C:16]([N+:19]([O-:21])=[O:20])[CH:17]=[CH:18][C:13]=1[O-:12])([O-:24])=[O:23].[NH2:11][N+:6]1[CH:7]=[CH:8][C:9]2[O:10][C:2]([CH3:1])=[CH:3][C:4]=2[CH:5]=1.